From a dataset of Full USPTO retrosynthesis dataset with 1.9M reactions from patents (1976-2016). Predict the reactants needed to synthesize the given product. The reactants are: Cl.[CH3:2][CH:3]1[CH2:8][CH2:7][CH2:6][NH:5][CH:4]1[C:9]([OH:11])=[O:10].Cl[C:13]([O:15][CH2:16][C:17]1[CH:22]=[CH:21][CH:20]=[CH:19][CH:18]=1)=[O:14].C1(C)C=CC=CC=1. Given the product [CH2:16]([O:15][C:13]([N:5]1[CH2:6][CH2:7][CH2:8][CH:3]([CH3:2])[CH:4]1[C:9]([OH:11])=[O:10])=[O:14])[C:17]1[CH:22]=[CH:21][CH:20]=[CH:19][CH:18]=1, predict the reactants needed to synthesize it.